This data is from Catalyst prediction with 721,799 reactions and 888 catalyst types from USPTO. The task is: Predict which catalyst facilitates the given reaction. (1) Reactant: C([O:4][C@@H:5]1[C@@H:10]([O:11]C(=O)C)[C@@H:9]([O:15]C(=O)C)[C@@H:8]([CH2:19][O:20]C(=O)C)[O:7][C@H:6]1[O:24][C:25]1[CH:33]=[C:32]2[C:28]([C@H:29]([CH2:123][Cl:124])[CH2:30][N:31]2[C:34](=[O:122])[CH2:35][CH2:36][CH2:37][C:38]([N:40]2[C:48]3[C:43](=[C:44]4[C:118]([CH3:119])=[CH:117][S:116][C:45]4=[C:46]([O:49][C:50](=[O:115])[N:51]([CH2:53][CH2:54][N:55]([C:57]([O:59][CH2:60][C:61]4[CH:66]=[CH:65][C:64]([NH:67][C:68](=[O:114])[C@H:69]([CH2:107][CH2:108][CH2:109][NH:110][C:111]([NH2:113])=[O:112])[NH:70][C:71](=[O:106])[C@H:72]([CH:103]([CH3:105])[CH3:104])[NH:73][C:74](=[O:102])[C@@H:75]([NH:98][C:99](=[O:101])[CH3:100])[CH2:76][CH2:77][CH2:78][CH2:79][NH:80]C(=O)OCC5C6C=CC=CC=6C6C5=CC=CC=6)=[CH:63][CH:62]=4)=[O:58])[CH3:56])[CH3:52])[CH:47]=3)[C@H:42]([CH2:120][Cl:121])[CH2:41]2)=[O:39])=[C:27]2[C:125]([CH3:128])=[CH:126][S:127][C:26]=12)(=O)C.[Li+].[OH-].C(O)(=O)C. Product: [CH2:54]([N:55]([CH3:56])[C:57](=[O:58])[O:59][CH2:60][C:61]1[CH:62]=[CH:63][C:64]([NH:67][C:68](=[O:114])[C@@H:69]([NH:70][C:71](=[O:106])[C@@H:72]([NH:73][C:74](=[O:102])[C@@H:75]([NH:98][C:99](=[O:101])[CH3:100])[CH2:76][CH2:77][CH2:78][CH2:79][NH2:80])[CH:103]([CH3:105])[CH3:104])[CH2:107][CH2:108][CH2:109][NH:110][C:111]([NH2:113])=[O:112])=[CH:65][CH:66]=1)[CH2:53][N:51]([CH3:52])[C:50](=[O:115])[O:49][C:46]1[CH:47]=[C:48]2[C:43]([C@H:42]([CH2:120][Cl:121])[CH2:41][N:40]2[C:38](=[O:39])[CH2:37][CH2:36][CH2:35][C:34]([N:31]2[C:32]3[C:28](=[C:27]4[C:125]([CH3:128])=[CH:126][S:127][C:26]4=[C:25]([O:24][C@H:6]4[C@H:5]([OH:4])[C@@H:10]([OH:11])[C@@H:9]([OH:15])[C@@H:8]([CH2:19][OH:20])[O:7]4)[CH:33]=3)[C@H:29]([CH2:123][Cl:124])[CH2:30]2)=[O:122])=[C:44]2[C:118]([CH3:119])=[CH:117][S:116][C:45]=12. The catalyst class is: 87. (2) Reactant: CCN(C(C)C)C(C)C.Cl[C:11]1[CH:12]=[CH:13][C:14]2[N:15]([C:17]([C:20]([F:23])([F:22])[F:21])=[N:18][N:19]=2)[N:16]=1.[OH:24][C:25]1[CH:30]=[CH:29][C:28]([C:31]2([OH:37])[CH2:36][CH2:35][NH:34][CH2:33][CH2:32]2)=[CH:27][CH:26]=1. Product: [OH:24][C:25]1[CH:30]=[CH:29][C:28]([C:31]2([OH:37])[CH2:32][CH2:33][N:34]([C:11]3[CH:12]=[CH:13][C:14]4[N:15]([C:17]([C:20]([F:23])([F:22])[F:21])=[N:18][N:19]=4)[N:16]=3)[CH2:35][CH2:36]2)=[CH:27][CH:26]=1. The catalyst class is: 3.